From a dataset of Forward reaction prediction with 1.9M reactions from USPTO patents (1976-2016). Predict the product of the given reaction. (1) Given the reactants [NH:1]1[CH:5]=[CH:4][CH:3]=[CH:2]1.[Cl:6][C:7]1[C:8](S(C)(=O)=O)=[N:9][CH:10]=[CH:11][CH:12]=1.C(=O)([O-])[O-].[Cs+].[Cs+].CN(C)C=O, predict the reaction product. The product is: [Cl:6][C:7]1[C:8]([N:1]2[CH:5]=[CH:4][CH:3]=[CH:2]2)=[N:9][CH:10]=[CH:11][CH:12]=1. (2) Given the reactants C(N=[CH:6][C:7]1[CH:8]=[C:9]2[C:14](=[CH:15][CH:16]=1)[N:13]=[CH:12][CH:11]=[C:10]2Cl)CCC.[CH3:18][O:19][CH2:20][CH2:21][O-:22].[Na+].C[O:25]CCO, predict the reaction product. The product is: [CH3:18][O:19][CH2:20][CH2:21][O:22][C:10]1[C:9]2[C:14](=[CH:15][CH:16]=[C:7]([CH:6]=[O:25])[CH:8]=2)[N:13]=[CH:12][CH:11]=1. (3) Given the reactants [OH-].[Na+].C([O:6][C:7]1[CH:31]=[CH:30][C:29]([O:32][CH2:33][CH3:34])=[CH:28][C:8]=1[C:9]([NH:11][C:12]1[CH:21]=[C:20]([C:22]2[CH:27]=[CH:26][CH:25]=[CH:24][CH:23]=2)[CH:19]=[CH:18][C:13]=1[C:14]([O:16]C)=[O:15])=[O:10])(=O)C.Cl, predict the reaction product. The product is: [CH2:33]([O:32][C:29]1[CH:30]=[CH:31][C:7]([OH:6])=[C:8]([CH:28]=1)[C:9]([NH:11][C:12]1[CH:21]=[C:20]([C:22]2[CH:27]=[CH:26][CH:25]=[CH:24][CH:23]=2)[CH:19]=[CH:18][C:13]=1[C:14]([OH:16])=[O:15])=[O:10])[CH3:34]. (4) Given the reactants [Cl:1][C:2]1[CH:7]=[CH:6][C:5]([C:8]2[N:9]([C:24]3[CH:29]=[CH:28][CH:27]=[CH:26][C:25]=3[Cl:30])[N:10]=[C:11]3[C:16]([N:17]4[CH2:22][CH:21]5[CH2:23][CH:18]4[CH2:19][NH:20]5)=[N:15][CH:14]=[N:13][C:12]=23)=[CH:4][CH:3]=1.C(N(CC)CC)C.[CH3:38][S:39](Cl)(=[O:41])=[O:40], predict the reaction product. The product is: [Cl:1][C:2]1[CH:7]=[CH:6][C:5]([C:8]2[N:9]([C:24]3[CH:29]=[CH:28][CH:27]=[CH:26][C:25]=3[Cl:30])[N:10]=[C:11]3[C:16]([N:17]4[CH2:22][CH:21]5[CH2:23][CH:18]4[CH2:19][N:20]5[S:39]([CH3:38])(=[O:41])=[O:40])=[N:15][CH:14]=[N:13][C:12]=23)=[CH:4][CH:3]=1. (5) The product is: [O:19]=[S:11]1(=[O:20])[C:12]2[CH:18]=[CH:17][CH:16]=[CH:15][C:13]=2[NH:14][C:9]([C:6]2[C:7](=[O:8])[N:2]([N:1]=[C:31]([C:25]3[CH:30]=[CH:29][CH:28]=[CH:27][CH:26]=3)[CH3:32])[C:3]3[CH:24]=[CH:23][S:22][C:4]=3[C:5]=2[OH:21])=[N:10]1. Given the reactants [NH2:1][N:2]1[C:7](=[O:8])[C:6]([C:9]2[NH:14][C:13]3[CH:15]=[CH:16][CH:17]=[CH:18][C:12]=3[S:11](=[O:20])(=[O:19])[N:10]=2)=[C:5]([OH:21])[C:4]2[S:22][CH:23]=[CH:24][C:3]1=2.[C:25]1([C:31](=O)[CH3:32])[CH:30]=[CH:29][CH:28]=[CH:27][CH:26]=1, predict the reaction product. (6) Given the reactants [C:1]([C:5]1(O)[C:18]2[CH:17]=[C:16]([N:19]([C:26]3[CH:38]=[CH:37][C:36]4[C:35]5[C:30](=[CH:31][CH:32]=CC=5)C(C)(C)[C:28]=4[CH:27]=3)[C:20]3[CH:25]=[CH:24][CH:23]=[CH:22][CH:21]=3)[CH:15]=[CH:14][C:13]=2[C:12]([C:42]([CH3:45])([CH3:44])[CH3:43])(O)[C:11]2[C:6]1=[CH:7][CH:8]=[C:9]([N:46]([C:53]1[CH:65]=[CH:64][C:63]3C4C(=CC=CC=4)C(C)(C)[C:55]=3[CH:54]=1)[C:47]1[CH:52]=[CH:51][CH:50]=[CH:49]C=1)[CH:10]=2)([CH3:4])([CH3:3])[CH3:2].[Sn](Cl)(Cl)(Cl)Cl.Cl, predict the reaction product. The product is: [C:42]([C:12]1[C:13]2[C:18]([C:5]([C:1]([CH3:3])([CH3:4])[CH3:2])=[C:6]3[C:11]=1[CH:10]=[C:9]([N:46]([C:47]1[CH:7]=[CH:6][C:5]4[C:51](=[CH:50][CH:49]=[CH:2][CH:1]=4)[CH:52]=1)[C:53]1[CH:65]=[CH:64][CH:63]=[CH:55][CH:54]=1)[CH:8]=[CH:7]3)=[CH:17][C:16]([N:19]([C:26]1[CH:27]=[CH:28][C:36]3[C:37](=[CH:32][CH:31]=[CH:30][CH:35]=3)[CH:38]=1)[C:20]1[CH:25]=[CH:24][CH:23]=[CH:22][CH:21]=1)=[CH:15][CH:14]=2)([CH3:44])([CH3:45])[CH3:43]. (7) The product is: [F:1][C:2]1[CH:3]=[CH:4][C:5]([O:14][CH2:28][C@:29]2([CH3:32])[CH2:31][O:30]2)=[C:6](/[CH:8]=[CH:9]/[C:10]([O:12][CH3:13])=[O:11])[CH:7]=1. Given the reactants [F:1][C:2]1[CH:3]=[CH:4][C:5]([OH:14])=[C:6](/[CH:8]=[CH:9]/[C:10]([O:12][CH3:13])=[O:11])[CH:7]=1.[N+](C1C=C(S(O[CH2:28][C@:29]2([CH3:32])[CH2:31][O:30]2)(=O)=O)C=CC=1)([O-])=O.C([O-])([O-])=O.[Cs+].[Cs+], predict the reaction product.